From a dataset of Retrosynthesis with 50K atom-mapped reactions and 10 reaction types from USPTO. Predict the reactants needed to synthesize the given product. The reactants are: CCOC(=O)C[C@@H](NC(=O)CN)c1cc(C)cc(C)c1O.O=C(O)c1cc(NC2=NCC(F)CN2)cc([N+](=O)[O-])c1. Given the product CCOC(=O)C[C@@H](NC(=O)CNC(=O)c1cc(NC2=NCC(F)CN2)cc([N+](=O)[O-])c1)c1cc(C)cc(C)c1O, predict the reactants needed to synthesize it.